From a dataset of Full USPTO retrosynthesis dataset with 1.9M reactions from patents (1976-2016). Predict the reactants needed to synthesize the given product. (1) The reactants are: [CH:1]([NH:3][C:4]1[CH:9]=[CH:8][C:7]([CH3:10])=[CH:6][C:5]=1[N+:11]([O-:13])=[O:12])=O.[H-].[Na+].ClC1[N:22]=[C:21]([O:23][CH3:24])[N:20]=[C:19]([O:25][CH3:26])[N:18]=1.[OH-].[Na+]. Given the product [CH3:26][O:25][C:19]1[N:20]=[C:21]([O:23][CH3:24])[N:22]=[C:1]([NH:3][C:4]2[CH:9]=[CH:8][C:7]([CH3:10])=[CH:6][C:5]=2[N+:11]([O-:13])=[O:12])[N:18]=1, predict the reactants needed to synthesize it. (2) Given the product [F:26][C:27]1[CH:28]=[C:29]([NH:56][C:12](=[O:14])[CH2:11][C:10]([NH:9][C:4]2[CH:5]=[CH:6][CH:7]=[CH:8][C:3]=2[O:2][CH3:1])=[O:15])[CH:30]=[CH:31][C:32]=1[O:33][C:34]1[CH:39]=[CH:38][N:37]=[C:36]2[CH:40]=[C:41]([C:43]3[N:44]=[CH:45][N:46]([CH2:48][O:49][CH2:50][CH2:51][Si:52]([CH3:54])([CH3:53])[CH3:55])[CH:47]=3)[S:42][C:35]=12, predict the reactants needed to synthesize it. The reactants are: [CH3:1][O:2][C:3]1[CH:8]=[CH:7][CH:6]=[CH:5][C:4]=1[NH:9][C:10](=[O:15])[CH2:11][C:12]([OH:14])=O.C1C=CC2N(O)N=NC=2C=1.[F:26][C:27]1[CH:28]=[C:29]([NH2:56])[CH:30]=[CH:31][C:32]=1[O:33][C:34]1[CH:39]=[CH:38][N:37]=[C:36]2[CH:40]=[C:41]([C:43]3[N:44]=[CH:45][N:46]([CH2:48][O:49][CH2:50][CH2:51][Si:52]([CH3:55])([CH3:54])[CH3:53])[CH:47]=3)[S:42][C:35]=12.C(Cl)CCl. (3) The reactants are: [Cl:1][C:2]1[CH:7]=[CH:6][C:5]([O:8][CH3:9])=[CH:4][C:3]=1B(O)O.I[C:14]1[N:19]=[C:18]([NH2:20])[N:17]=[C:16]([NH:21][CH3:22])[CH:15]=1. Given the product [Cl:1][C:2]1[CH:7]=[CH:6][C:5]([O:8][CH3:9])=[CH:4][C:3]=1[C:14]1[N:19]=[C:18]([NH2:20])[N:17]=[C:16]([NH:21][CH3:22])[CH:15]=1, predict the reactants needed to synthesize it. (4) Given the product [Cl:1][C:2]1[CH:7]=[C:6]([S:8][C:9]2[CH:14]=[CH:13][CH:12]=[C:11]([C:15]([F:18])([F:17])[F:16])[CH:10]=2)[CH:5]=[CH:4][C:3]=1[CH2:19][CH2:20][CH2:21][C:24]([CH3:23])([C:25]([O:27][CH2:28][CH3:29])=[O:26])[C:30]([O:32][CH2:33][CH3:34])=[O:31], predict the reactants needed to synthesize it. The reactants are: [Cl:1][C:2]1[CH:7]=[C:6]([S:8][C:9]2[CH:14]=[CH:13][CH:12]=[C:11]([C:15]([F:18])([F:17])[F:16])[CH:10]=2)[CH:5]=[CH:4][C:3]=1[CH2:19][CH2:20][CH2:21]I.[CH3:23][CH:24]([C:30]([O:32][CH2:33][CH3:34])=[O:31])[C:25]([O:27][CH2:28][CH3:29])=[O:26].